This data is from Forward reaction prediction with 1.9M reactions from USPTO patents (1976-2016). The task is: Predict the product of the given reaction. (1) The product is: [NH2:8][CH:9]([C:18]([N:20]1[CH2:21][CH2:22][N:23]([CH2:26][C:27]2[CH:28]=[CH:29][CH:30]=[CH:31][CH:32]=2)[CH2:24][CH2:25]1)=[O:19])[CH2:10][C:11]1[CH:16]=[CH:15][C:14]([Cl:17])=[CH:13][CH:12]=1. Given the reactants C(OC([NH:8][CH:9]([C:18]([N:20]1[CH2:25][CH2:24][N:23]([CH2:26][C:27]2[CH:32]=[CH:31][CH:30]=[CH:29][CH:28]=2)[CH2:22][CH2:21]1)=[O:19])[CH2:10][C:11]1[CH:16]=[CH:15][C:14]([Cl:17])=[CH:13][CH:12]=1)=O)(C)(C)C.C(Cl)Cl.FC(F)(F)C(O)=O.Cl, predict the reaction product. (2) Given the reactants C(Cl)Cl.[C:4]([C:8]1[CH:13]=[CH:12][CH:11]=[CH:10][CH:9]=1)(=[O:7])[CH2:5][CH3:6].[Br:14]Br.C(=O)([O-])O.[Na+], predict the reaction product. The product is: [C:8]1([C:4](=[O:7])[CH:5]([Br:14])[CH3:6])[CH:13]=[CH:12][CH:11]=[CH:10][CH:9]=1.